Dataset: NCI-60 drug combinations with 297,098 pairs across 59 cell lines. Task: Regression. Given two drug SMILES strings and cell line genomic features, predict the synergy score measuring deviation from expected non-interaction effect. (1) Drug 1: C(=O)(N)NO. Drug 2: CCC1(CC2CC(C3=C(CCN(C2)C1)C4=CC=CC=C4N3)(C5=C(C=C6C(=C5)C78CCN9C7C(C=CC9)(C(C(C8N6C)(C(=O)OC)O)OC(=O)C)CC)OC)C(=O)OC)O.OS(=O)(=O)O. Cell line: LOX IMVI. Synergy scores: CSS=0.878, Synergy_ZIP=-2.95, Synergy_Bliss=-5.70, Synergy_Loewe=-11.2, Synergy_HSA=-6.62. (2) Drug 1: CC1C(C(CC(O1)OC2CC(CC3=C2C(=C4C(=C3O)C(=O)C5=C(C4=O)C(=CC=C5)OC)O)(C(=O)CO)O)N)O.Cl. Drug 2: C1=CC(=CC=C1CC(C(=O)O)N)N(CCCl)CCCl.Cl. Cell line: HCT116. Synergy scores: CSS=38.6, Synergy_ZIP=3.09, Synergy_Bliss=4.61, Synergy_Loewe=2.90, Synergy_HSA=1.75.